This data is from Reaction yield outcomes from USPTO patents with 853,638 reactions. The task is: Predict the reaction yield, written as a fraction of the theoretical maximum amount of product (1.0 means a 100% yield; for example, 0.34 means a 34% yield). (1) The reactants are [Cl:1][C:2]1[CH:3]=[C:4]([CH2:9][C:10]([OH:12])=O)[CH:5]=[CH:6][C:7]=1[Cl:8].CN(C(ON1N=NC2C=CC=CC1=2)=[N+](C)C)C.F[P-](F)(F)(F)(F)F.[NH2:37][C:38]1[S:39][CH:40]=[CH:41][N:42]=1.C(N(C(C)C)CC)(C)C. The catalyst is CN(C)C=O.O. The product is [Cl:1][C:2]1[CH:3]=[C:4]([CH2:9][C:10]([NH:37][C:38]2[S:39][CH:40]=[CH:41][N:42]=2)=[O:12])[CH:5]=[CH:6][C:7]=1[Cl:8]. The yield is 0.700. (2) The reactants are [Cl:1][C:2]1[CH:3]=[C:4]([CH3:8])[CH:5]=[CH:6][CH:7]=1.C(O[O:14][C:15]([CH3:18])(C)C)(C)(C)C.[C]=O.[CH2:21]([OH:23])C. No catalyst specified. The product is [Cl:1][C:2]1[CH:3]=[C:4]([CH2:8][C:21]([O:14][CH2:15][CH3:18])=[O:23])[CH:5]=[CH:6][CH:7]=1. The yield is 0.830. (3) The yield is 0.970. The product is [CH3:37][S:38]([OH:41])(=[O:40])=[O:39].[CH3:37][S:38]([OH:41])(=[O:40])=[O:39].[NH2:1][C:2]1[C:7]2=[C:8]([C:19]3[CH:24]=[CH:23][C:22]([NH:25][C:26](=[O:35])[NH:27][C:28]4[CH:33]=[CH:32][CH:31]=[C:30]([CH3:34])[N:29]=4)=[C:21]([F:36])[CH:20]=3)[C:9]([C:11]([NH:13][CH2:14][C:15]([F:18])([F:17])[F:16])=[O:12])=[CH:10][N:6]2[N:5]=[CH:4][N:3]=1. The reactants are [NH2:1][C:2]1[C:7]2=[C:8]([C:19]3[CH:24]=[CH:23][C:22]([NH:25][C:26](=[O:35])[NH:27][C:28]4[CH:33]=[CH:32][CH:31]=[C:30]([CH3:34])[N:29]=4)=[C:21]([F:36])[CH:20]=3)[C:9]([C:11]([NH:13][CH2:14][C:15]([F:18])([F:17])[F:16])=[O:12])=[CH:10][N:6]2[N:5]=[CH:4][N:3]=1.[CH3:37][S:38]([OH:41])(=[O:40])=[O:39]. The catalyst is C1COCC1. (4) The product is [Cl:1][C:2]1[N:7]=[CH:6][C:5]2[C:8]([I:11])=[N:9][N:10]([CH:15]([CH3:14])[C:16]([F:19])([F:18])[F:17])[C:4]=2[CH:3]=1. The yield is 0.680. The reactants are [Cl:1][C:2]1[N:7]=[CH:6][C:5]2[C:8]([I:11])=[N:9][NH:10][C:4]=2[CH:3]=1.FC(F)(S(O[CH:15]([CH3:14])[C:16]([F:19])([F:18])[F:17])(=O)=O)[C:14](F)(F)[C:15](F)(F)[C:16]([F:19])([F:18])[F:17].C(=O)([O-])[O-].[Cs+].[Cs+]. The catalyst is CN(C)C=O.O. (5) The reactants are [Br:1][C:2]1[CH:7]=[C:6]([N+:8]([O-])=O)[CH:5]=[CH:4][C:3]=1[C:11]([CH3:16])([CH2:14][OH:15])[CH2:12]O.C(C=P(CCCC)(CCCC)CCCC)#N.O.O.[Sn](Cl)Cl. The catalyst is C1C=CC=CC=1. The product is [Br:1][C:2]1[CH:7]=[C:6]([CH:5]=[CH:4][C:3]=1[C:11]1([CH3:16])[CH2:14][O:15][CH2:12]1)[NH2:8]. The yield is 0.320. (6) The product is [NH2:1][C:2]1[N:6]([CH3:7])[C:5](=[O:8])[C:4]([C:15]2[CH:16]=[C:17]([C:21]3[CH:26]=[CH:25][CH:24]=[CH:23][CH:22]=3)[CH:18]=[CH:19][CH:20]=2)([CH:9]2[CH2:14][CH2:13][N:12]([C:29](=[O:30])[CH:28]([CH3:32])[CH3:27])[CH2:11][CH2:10]2)[N:3]=1. The catalyst is CN(C=O)C. The yield is 0.720. The reactants are [NH2:1][C:2]1[N:6]([CH3:7])[C:5](=[O:8])[C:4]([C:15]2[CH:16]=[C:17]([C:21]3[CH:26]=[CH:25][CH:24]=[CH:23][CH:22]=3)[CH:18]=[CH:19][CH:20]=2)([CH:9]2[CH2:14][CH2:13][NH:12][CH2:11][CH2:10]2)[N:3]=1.[CH3:27][CH:28]([CH3:32])[C:29](Cl)=[O:30].CCN(C(C)C)C(C)C. (7) The reactants are [CH2:1]([O:3][C:4]([C:6]1[C:10]2[CH2:11][CH2:12][C:13]3[C:18]([C:9]=2[N:8]([CH3:20])[C:7]=1[C:21]([O:23]C(C)(C)C)=[O:22])=[N:17][C:16]([NH2:19])=[N:15][CH:14]=3)=[O:5])[CH3:2].Cl. The catalyst is CCO. The product is [CH2:1]([O:3][C:4]([C:6]1[C:10]2[CH2:11][CH2:12][C:13]3[C:18]([C:9]=2[N:8]([CH3:20])[C:7]=1[C:21]([OH:23])=[O:22])=[N:17][C:16]([NH2:19])=[N:15][CH:14]=3)=[O:5])[CH3:2]. The yield is 1.00.